This data is from Reaction yield outcomes from USPTO patents with 853,638 reactions. The task is: Predict the reaction yield, written as a fraction of the theoretical maximum amount of product (1.0 means a 100% yield; for example, 0.34 means a 34% yield). (1) The reactants are N([C:11]([N:13]1[CH2:18][CH2:17][CH2:16][CH2:15][CH2:14]1)=[O:12])=N[C:11]([N:13]1[CH2:18][CH2:17][CH2:16][CH2:15][CH2:14]1)=[O:12].[Cl:19][C:20]1[CH:39]=[CH:38][C:23]([NH:24][C:25]2[C:34]3[C:29](=[CH:30][C:31]([OH:37])=[C:32]([O:35][CH3:36])[CH:33]=3)[N:28]=[CH:27][N:26]=2)=[C:22]([F:40])[CH:21]=1.C(P(CCCC)CCCC)CCC.OCCN1CCCC1=O. The catalyst is C(Cl)Cl.CCOCC. The product is [ClH:19].[Cl:19][C:20]1[CH:39]=[CH:38][C:23]([NH:24][C:25]2[C:34]3[C:29](=[CH:30][C:31]([O:37][CH2:17][CH2:18][N:13]4[CH2:14][CH2:15][CH2:16][C:11]4=[O:12])=[C:32]([O:35][CH3:36])[CH:33]=3)[N:28]=[CH:27][N:26]=2)=[C:22]([F:40])[CH:21]=1. The yield is 0.600. (2) The reactants are [NH2:1][C:2]1[CH:3]=[C:4]([CH:8]=[CH:9][C:10]=1[CH3:11])[C:5]([OH:7])=O.[NH:12]1[CH2:18][CH2:17][CH2:16][CH:15]([C:19]2[CH:26]=[CH:25][C:22]([C:23]#[N:24])=[CH:21][CH:20]=2)[CH2:14][CH2:13]1.OC1C2N=NNC=2C=CC=1.C(N=C=NCCCN(C)C)C.C(N(CC)C(C)C)(C)C. The catalyst is C(OCC)(=O)C.CN(C=O)C. The product is [NH2:1][C:2]1[CH:3]=[C:4]([CH:8]=[CH:9][C:10]=1[CH3:11])[C:5]([N:12]1[CH2:18][CH2:17][CH2:16][CH:15]([C:19]2[CH:20]=[CH:21][C:22]([C:23]#[N:24])=[CH:25][CH:26]=2)[CH2:14][CH2:13]1)=[O:7]. The yield is 0.740.